This data is from Full USPTO retrosynthesis dataset with 1.9M reactions from patents (1976-2016). The task is: Predict the reactants needed to synthesize the given product. (1) Given the product [Br:13][C:14]1[CH:19]=[C:18]([C:17]([Cl:20])=[CH:16][N:15]=1)[C:21]([OH:23])=[O:22], predict the reactants needed to synthesize it. The reactants are: C(NC(C)C)(C)C.C([Li])CCC.[Br:13][C:14]1[CH:19]=[CH:18][C:17]([Cl:20])=[CH:16][N:15]=1.[C:21](=[O:23])=[O:22].[OH-].[Na+]. (2) Given the product [N+:14]([C:11]1[CH:12]=[CH:13][C:8]([C:6]2[N:5]=[C:4]3[N:17]([CH2:20][C:21]([F:24])([F:23])[F:22])[N:18]=[CH:19][C:3]3=[C:2]([N:30]3[CH2:31][C@@H:26]4[CH2:32][C@H:29]3[CH2:28][O:27]4)[N:7]=2)=[CH:9][CH:10]=1)([O-:16])=[O:15], predict the reactants needed to synthesize it. The reactants are: Cl[C:2]1[N:7]=[C:6]([C:8]2[CH:13]=[CH:12][C:11]([N+:14]([O-:16])=[O:15])=[CH:10][CH:9]=2)[N:5]=[C:4]2[N:17]([CH2:20][C:21]([F:24])([F:23])[F:22])[N:18]=[CH:19][C:3]=12.Cl.[C@H:26]12[CH2:32][C@H:29]([NH:30][CH2:31]1)[CH2:28][O:27]2.C(N(CC)CC)C.